From a dataset of Forward reaction prediction with 1.9M reactions from USPTO patents (1976-2016). Predict the product of the given reaction. Given the reactants [NH2:1][C:2]1[CH:3]=[CH:4][C:5]([OH:25])=[C:6]([CH:24]=1)[C:7]([NH:9][C:10]1[CH:15]=[C:14]([C:16]([F:19])([F:18])[F:17])[CH:13]=[C:12]([C:20]([F:23])([F:22])[F:21])[CH:11]=1)=[O:8].[C:26]1([N:32]=[C:33]=[O:34])[CH:31]=[CH:30][CH:29]=[CH:28][CH:27]=1, predict the reaction product. The product is: [F:23][C:20]([F:21])([F:22])[C:12]1[CH:11]=[C:10]([NH:9][C:7](=[O:8])[C:6]2[CH:24]=[C:2]([NH:1][C:33]([NH:32][C:26]3[CH:31]=[CH:30][CH:29]=[CH:28][CH:27]=3)=[O:34])[CH:3]=[CH:4][C:5]=2[OH:25])[CH:15]=[C:14]([C:16]([F:17])([F:18])[F:19])[CH:13]=1.